Dataset: Full USPTO retrosynthesis dataset with 1.9M reactions from patents (1976-2016). Task: Predict the reactants needed to synthesize the given product. Given the product [Br:1][CH2:2][CH2:3][C:4]([F:10])([F:9])[C:5]([F:8])([F:7])[F:6], predict the reactants needed to synthesize it. The reactants are: [Br:1][CH:2]=[CH:3][C:4]([F:10])([F:9])[C:5]([F:8])([F:7])[F:6].P(Br)(Br)Br.FC(F)(C(F)(F)F)CCO.